Dataset: Catalyst prediction with 721,799 reactions and 888 catalyst types from USPTO. Task: Predict which catalyst facilitates the given reaction. (1) Reactant: [CH:1]1([CH2:7][NH:8][C:9]([C:11]2[C:12]([C:18]([F:21])([F:20])[F:19])=[N:13][C:14](Cl)=[N:15][CH:16]=2)=[O:10])[CH2:6][CH2:5][CH2:4][CH2:3][CH2:2]1.[F:22][C:23]1[C:29]([F:30])=[CH:28][CH:27]=[CH:26][C:24]=1[NH2:25]. Product: [CH:1]1([CH2:7][NH:8][C:9]([C:11]2[C:12]([C:18]([F:21])([F:20])[F:19])=[N:13][C:14]([NH:25][C:24]3[CH:26]=[CH:27][CH:28]=[C:29]([F:30])[C:23]=3[F:22])=[N:15][CH:16]=2)=[O:10])[CH2:6][CH2:5][CH2:4][CH2:3][CH2:2]1. The catalyst class is: 12. (2) Reactant: Cl[C:2]1[CH:7]=[CH:6][C:5]([N+:8]([O-:10])=[O:9])=[CH:4][N:3]=1.[NH2:11][CH2:12][CH:13]1[CH2:18][CH2:17][O:16][CH2:15][CH2:14]1.CCN(C(C)C)C(C)C. Product: [N+:8]([C:5]1[CH:6]=[CH:7][C:2]([NH:11][CH2:12][CH:13]2[CH2:18][CH2:17][O:16][CH2:15][CH2:14]2)=[N:3][CH:4]=1)([O-:10])=[O:9]. The catalyst class is: 23.